From a dataset of Drug-target binding data from BindingDB using Ki measurements. Regression. Given a target protein amino acid sequence and a drug SMILES string, predict the binding affinity score between them. We predict pKi (pKi = -log10(Ki in M); higher means stronger inhibition). Dataset: bindingdb_ki. (1) The compound is O=C(N[C@@H](Cc1ccccc1)B(O)O)c1ccccc1. The target protein (P17538) has sequence MASLWLLSCFSLVGAAFGCGVPAIHPVLSGLSRIVNGEDAVPGSWPWQVSLQDKTGFHFCGGSLISEDWVVTAAHCGVRTSDVVVAGEFDQGSDEENIQVLKIAKVFKNPKFSILTVNNDITLLKLATPARFSQTVSAVCLPSADDDFPAGTLCATTGWGKTKYNANKTPDKLQQAALPLLSNAECKKSWGRRITDVMICAGASGVSSCMGDSGGPLVCQKDGAWTLVGIVSWGSDTCSTSSPGVYARVTKLIPWVQKILAAN. The pKi is 6.4. (2) The target protein (P00722) has sequence MTMITDSLAVVLQRRDWENPGVTQLNRLAAHPPFASWRNSEEARTDRPSQQLRSLNGEWRFAWFPAPEAVPESWLECDLPEADTVVVPSNWQMHGYDAPIYTNVTYPITVNPPFVPTENPTGCYSLTFNVDESWLQEGQTRIIFDGVNSAFHLWCNGRWVGYGQDSRLPSEFDLSAFLRAGENRLAVMVLRWSDGSYLEDQDMWRMSGIFRDVSLLHKPTTQISDFHVATRFNDDFSRAVLEAEVQMCGELRDYLRVTVSLWQGETQVASGTAPFGGEIIDERGGYADRVTLRLNVENPKLWSAEIPNLYRAVVELHTADGTLIEAEACDVGFREVRIENGLLLLNGKPLLIRGVNRHEHHPLHGQVMDEQTMVQDILLMKQNNFNAVRCSHYPNHPLWYTLCDRYGLYVVDEANIETHGMVPMNRLTDDPRWLPAMSERVTRMVQRDRNHPSVIIWSLGNESGHGANHDALYRWIKSVDPSRPVQYEGGGADTTATDII.... The pKi is 5.4. The small molecule is O=C(NCCOCCOCCOCCNC(=O)c1ccc(C(=O)OCCOCCS[C@@H]2O[C@H](CO)[C@H](O)[C@H](O)[C@H]2O)c(C(c2ccccc2)c2ccccc2)c1)c1ccc(C(=O)c2ccccc2)cc1. (3) The compound is Cc1c2c(=O)n(-c3ccccc3Cl)[nH]c2cc(=O)n1Cc1ccccn1. The target protein (P04839) has sequence MGNWAVNEGLSIFVILVWLGLNVFLFVWYYRVYDIPPKFFYTRKLLGSALALARAPAACLNFNCMLILLPVCRNLLSFLRGSSACCSTRVRRQLDRNLTFHKMVAWMIALHSAIHTIAHLFNVEWCVNARVNNSDPYSVALSELGDRQNESYLNFARKRIKNPEGGLYLAVTLLAGITGVVITLCLILIITSSTKTIRRSYFEVFWYTHHLFVIFFIGLAIHGAERIVRGQTAESLAVHNITVCEQKISEWGKIKECPIPQFAGNPPMTWKWIVGPMFLYLCERLVRFWRSQQKVVITKVVTHPFKTIELQMKKKGFKMEVGQYIFVKCPKVSKLEWHPFTLTSAPEEDFFSIHIRIVGDWTEGLFNACGCDKQEFQDAWKLPKIAVDGPFGTASEDVFSYEVVMLVGAGIGVTPFASILKSVWYKYCNNATNLKLKKIYFYWLCRDTHAFEWFADLLQLLESQMQERNNAGFLSYNIYLTGWDESQANHFAVHHDEEKD.... The pKi is 5.8. (4) The drug is O=C1NCN(c2ccccc2)C12CCN(CCCC(c1ccc(F)cc1)c1ccc(F)cc1)CC2. The target protein (P01356) has sequence MNGGLCLCVLMAVLAAGTLAQPVPPADSAVPGAQEEEAHRRQLRAVQKVDGESRAHLGALLARYIQQARKAPSGRVSMIKNLQSLDPSHRISDRDYMGWMDFGRRSAEEYEYTS. The pKi is 6.0.